Predict the reaction yield, written as a fraction of the theoretical maximum amount of product (1.0 means a 100% yield; for example, 0.34 means a 34% yield). From a dataset of Reaction yield outcomes from USPTO patents with 853,638 reactions. (1) The catalyst is CN(C=O)C.CCOC(C)=O. The product is [Br:25][C:26]1[CH:27]=[C:28]([N:32]([C:37]2[C:55]([CH:56]3[CH2:58][CH2:57]3)=[CH:54][C:40]3[C:41]([C:51]([NH:2][CH3:1])=[O:52])=[C:42]([C:44]4[CH:49]=[CH:48][C:47]([F:50])=[CH:46][CH:45]=4)[O:43][C:39]=3[CH:38]=2)[S:33]([CH3:36])(=[O:35])=[O:34])[CH:29]=[CH:30][CH:31]=1. The reactants are [CH3:1][N:2](C(ON1N=NC2C=CC=NC1=2)=[N+](C)C)C.F[P-](F)(F)(F)(F)F.[Br:25][C:26]1[CH:27]=[C:28]([N:32]([C:37]2[C:55]([CH:56]3[CH2:58][CH2:57]3)=[CH:54][C:40]3[C:41]([C:51](O)=[O:52])=[C:42]([C:44]4[CH:49]=[CH:48][C:47]([F:50])=[CH:46][CH:45]=4)[O:43][C:39]=3[CH:38]=2)[S:33]([CH3:36])(=[O:35])=[O:34])[CH:29]=[CH:30][CH:31]=1.Cl.CN.CCN(C(C)C)C(C)C. The yield is 0.790. (2) The reactants are [CH3:1][O:2][C:3]([C:5]1[N:6]=[C:7]([NH2:11])[S:8][C:9]=1[CH3:10])=[O:4].CCN(CC)CC.[Cl:19][C:20]1[CH:28]=[CH:27][C:23]([C:24](Cl)=[O:25])=[CH:22][CH:21]=1.O. The catalyst is C(Cl)Cl. The product is [CH3:1][O:2][C:3]([C:5]1[N:6]=[C:7]([NH:11][C:24](=[O:25])[C:23]2[CH:27]=[CH:28][C:20]([Cl:19])=[CH:21][CH:22]=2)[S:8][C:9]=1[CH3:10])=[O:4]. The yield is 0.600. (3) The reactants are [CH2:1]([O:8][CH2:9][CH2:10][CH2:11][CH2:12][CH2:13][CH2:14][CH2:15][CH2:16][CH2:17][CH2:18][CH2:19][P:20](=[O:27])([O:24]CC)[O:21]CC)[C:2]1[CH:7]=[CH:6][CH:5]=[CH:4][CH:3]=1.Br[Si](C)(C)C.O. The catalyst is ClCCl.CO.C(#N)C. The yield is 0.940. The product is [CH2:1]([O:8][CH2:9][CH2:10][CH2:11][CH2:12][CH2:13][CH2:14][CH2:15][CH2:16][CH2:17][CH2:18][CH2:19][P:20](=[O:21])([OH:27])[OH:24])[C:2]1[CH:3]=[CH:4][CH:5]=[CH:6][CH:7]=1. (4) The yield is 0.440. The catalyst is C(O)C. The product is [S:1]1[C:5]2[CH:6]=[CH:7][CH:8]=[CH:9][C:4]=2[N:3]=[C:2]1[C:10]1[C:11]([NH2:12])=[N:19][NH:20][C:13]=1[S:14][CH3:15]. The reactants are [S:1]1[C:5]2[CH:6]=[CH:7][CH:8]=[CH:9][C:4]=2[N:3]=[C:2]1[C:10](=[C:13](SC)[S:14][CH3:15])[C:11]#[N:12].O.[NH2:19][NH2:20].O. (5) The reactants are [H-].[Na+].[N:3]1[CH:8]=[CH:7][CH:6]=[C:5]([OH:9])[CH:4]=1.[N+](C1C=C(S(O[CH2:23][C@@H:24]2[CH2:26][O:25]2)(=O)=O)C=CC=1)([O-])=O. The catalyst is CN(C)C=O. The product is [O:25]1[CH2:26][CH:24]1[CH2:23][O:9][C:5]1[CH:4]=[N:3][CH:8]=[CH:7][CH:6]=1. The yield is 0.250. (6) The reactants are [C:1]1([C@H:7]([NH2:9])[CH3:8])[CH:6]=[CH:5][CH:4]=[CH:3][CH:2]=1.Cl[CH2:11][CH2:12][CH2:13][OH:14].C(=O)([O-])[O-].[K+].[K+]. The catalyst is O. The product is [C:1]1([C@H:7]([NH:9][CH2:11][CH2:12][CH2:13][OH:14])[CH3:8])[CH:6]=[CH:5][CH:4]=[CH:3][CH:2]=1. The yield is 0.830. (7) The reactants are [CH2:1]([O:3][C@H:4]([C:17]([O:19][CH2:20][CH3:21])=[O:18])[CH2:5][C:6]1[CH:16]=[CH:15][C:9]([O:10][CH2:11][C:12]([OH:14])=O)=[CH:8][CH:7]=1)[CH3:2].Cl.[F:23][C:24]1[CH:40]=[C:39]([F:41])[CH:38]=[CH:37][C:25]=1[CH2:26][NH:27][CH2:28][CH2:29][CH2:30][CH2:31][CH2:32][CH2:33][CH2:34][CH2:35][CH3:36].C(N(CC)C(C)C)(C)C.Cl.C(N=C=NCCCN(C)C)C. The catalyst is C(Cl)Cl.CN(C1C=CN=CC=1)C. The product is [F:23][C:24]1[CH:40]=[C:39]([F:41])[CH:38]=[CH:37][C:25]=1[CH2:26][N:27]([CH2:28][CH2:29][CH2:30][CH2:31][CH2:32][CH2:33][CH2:34][CH2:35][CH3:36])[C:12](=[O:14])[CH2:11][O:10][C:9]1[CH:8]=[CH:7][C:6]([CH2:5][C@H:4]([O:3][CH2:1][CH3:2])[C:17]([O:19][CH2:20][CH3:21])=[O:18])=[CH:16][CH:15]=1. The yield is 0.530. (8) The yield is 0.558. The product is [OH:32][C:31]1[C:19]2[CH2:20][N:21]([C:24]([O:26][C:27]([CH3:30])([CH3:29])[CH3:28])=[O:25])[CH2:22][CH2:23][C:18]=2[N:15]=[C:14]([NH:13][C:10]2[CH:9]=[CH:8][C:7]([N:3]3[CH:4]=[CH:5][N:6]=[C:2]3[CH3:1])=[CH:12][CH:11]=2)[N:16]=1. The catalyst is C(O)C. The reactants are [CH3:1][C:2]1[N:3]([C:7]2[CH:12]=[CH:11][C:10]([NH:13][C:14]([NH2:16])=[NH:15])=[CH:9][CH:8]=2)[CH:4]=[CH:5][N:6]=1.O=[C:18]1[CH2:23][CH2:22][N:21]([C:24]([O:26][C:27]([CH3:30])([CH3:29])[CH3:28])=[O:25])[CH2:20][CH:19]1[C:31](OC)=[O:32].[O-]CC.[Na+].